From a dataset of Full USPTO retrosynthesis dataset with 1.9M reactions from patents (1976-2016). Predict the reactants needed to synthesize the given product. (1) Given the product [CH2:45]([N:47]([CH2:51][CH3:52])[CH2:48][CH2:49][NH:50][C:37]([NH:20][C:19]1[CH:21]=[CH:22][C:16]([O:15][C:6]2[C:5]3[C:10](=[CH:11][C:12]([O:13][CH3:14])=[C:3]([O:2][CH3:1])[CH:4]=3)[N:9]=[CH:8][CH:7]=2)=[CH:17][C:18]=1[N+:23]([O-:25])=[O:24])=[O:43])[CH3:46], predict the reactants needed to synthesize it. The reactants are: [CH3:1][O:2][C:3]1[CH:4]=[C:5]2[C:10](=[CH:11][C:12]=1[O:13][CH3:14])[N:9]=[CH:8][CH:7]=[C:6]2[O:15][C:16]1[CH:22]=[CH:21][C:19]([NH2:20])=[C:18]([N+:23]([O-:25])=[O:24])[CH:17]=1.C(N(CC)CC)C.ClC(Cl)(O[C:37](=[O:43])OC(Cl)(Cl)Cl)Cl.[CH2:45]([N:47]([CH2:51][CH3:52])[CH2:48][CH2:49][NH2:50])[CH3:46]. (2) Given the product [NH:7]([C:26]([O:28][CH2:29][C:30]1[CH:31]=[CH:32][CH:33]=[CH:34][CH:35]=1)=[O:27])[C@H:8]([C:16]([NH:1][C@H:2]([C:4]([NH2:6])=[O:5])[CH3:3])=[O:18])[CH2:9][C:10]1[CH:11]=[CH:12][CH:13]=[CH:14][CH:15]=1, predict the reactants needed to synthesize it. The reactants are: [NH2:1][C@H:2]([C:4]([NH2:6])=[O:5])[CH3:3].[NH:7]([C:26]([O:28][CH2:29][C:30]1[CH:35]=[CH:34][CH:33]=[CH:32][CH:31]=1)=[O:27])[C@H:8]([C:16]([O:18]CC1C=CC=CC=1)=O)[CH2:9][C:10]1[CH:15]=[CH:14][CH:13]=[CH:12][CH:11]=1.NCC(N)=O.